This data is from Reaction yield outcomes from USPTO patents with 853,638 reactions. The task is: Predict the reaction yield, written as a fraction of the theoretical maximum amount of product (1.0 means a 100% yield; for example, 0.34 means a 34% yield). (1) The reactants are [CH2:1]([CH:3]1[CH2:7][CH:6]([CH2:8]OS(C)(=O)=O)[CH2:5][CH:4]1[C:14]([O:16][C:17]([CH3:20])([CH3:19])[CH3:18])=[O:15])[CH3:2].[N-:21]=[N+]=[N-].[Na+].C1(P(C2C=CC=CC=2)C2C=CC=CC=2)C=CC=CC=1. The catalyst is CN(C=O)C.C1COCC1.O. The product is [NH2:21][CH2:8][CH:6]1[CH2:5][CH:4]([C:14]([O:16][C:17]([CH3:20])([CH3:19])[CH3:18])=[O:15])[CH:3]([CH2:1][CH3:2])[CH2:7]1. The yield is 0.460. (2) The reactants are [CH3:1][N:2]1[C:7](=[O:8])[C:6]([NH:9][C:10]2[CH:15]=[CH:14][C:13]([N:16]3[CH2:21][CH2:20][N:19]([CH:22]4[CH2:25][O:24][CH2:23]4)[CH2:18][C@@H:17]3[CH3:26])=[CH:12][N:11]=2)=[CH:5][C:4]([C:27]2[C:32]([CH:33]=[O:34])=[C:31]([N:35]3[C:47](=[O:48])[C:39]4[CH:40]=[C:41]5[N:46]([C:38]=4[CH:37]=[N:36]3)[CH2:45][CH2:44][CH2:43][CH2:42]5)[N:30]=[CH:29][CH:28]=2)=[CH:3]1.[BH4-].[Na+]. The catalyst is CO. The product is [OH:34][CH2:33][C:32]1[C:31]([N:35]2[C:47](=[O:48])[C:39]3[CH:40]=[C:41]4[N:46]([C:38]=3[CH:37]=[N:36]2)[CH2:45][CH2:44][CH2:43][CH2:42]4)=[N:30][CH:29]=[CH:28][C:27]=1[C:4]1[CH:5]=[C:6]([NH:9][C:10]2[CH:15]=[CH:14][C:13]([N:16]3[CH2:21][CH2:20][N:19]([CH:22]4[CH2:23][O:24][CH2:25]4)[CH2:18][C@@H:17]3[CH3:26])=[CH:12][N:11]=2)[C:7](=[O:8])[N:2]([CH3:1])[CH:3]=1. The yield is 0.780.